The task is: Predict which catalyst facilitates the given reaction.. This data is from Catalyst prediction with 721,799 reactions and 888 catalyst types from USPTO. Reactant: [CH3:1][O:2][C:3](=[O:14])[C:4]1[CH:9]=[CH:8][C:7]([N+:10]([O-:12])=[O:11])=[CH:6][C:5]=1[NH2:13].C(N(CC)CC)C.[F:22][C:23]([F:38])([F:37])[C:24]1[CH:25]=[C:26]([CH:30]=[C:31]([C:33]([F:36])([F:35])[F:34])[CH:32]=1)[C:27](Cl)=[O:28].C(=O)([O-])N. Product: [CH3:1][O:2][C:3](=[O:14])[C:4]1[CH:9]=[CH:8][C:7]([N+:10]([O-:12])=[O:11])=[CH:6][C:5]=1[NH:13][C:27](=[O:28])[C:26]1[CH:30]=[C:31]([C:33]([F:34])([F:35])[F:36])[CH:32]=[C:24]([C:23]([F:22])([F:37])[F:38])[CH:25]=1. The catalyst class is: 2.